This data is from Forward reaction prediction with 1.9M reactions from USPTO patents (1976-2016). The task is: Predict the product of the given reaction. (1) The product is: [O:16]1[CH2:21][CH2:20][CH:19]([CH2:22][NH:23][C:2]2[CH:7]=[CH:6][C:5]([S:8]([NH2:11])(=[O:10])=[O:9])=[CH:4][C:3]=2[C:12]([F:15])([F:14])[F:13])[CH2:18][CH2:17]1. Given the reactants F[C:2]1[CH:7]=[CH:6][C:5]([S:8]([NH2:11])(=[O:10])=[O:9])=[CH:4][C:3]=1[C:12]([F:15])([F:14])[F:13].[O:16]1[CH2:21][CH2:20][CH:19]([CH2:22][NH2:23])[CH2:18][CH2:17]1.C(N(CC)C(C)C)(C)C, predict the reaction product. (2) Given the reactants [Cl:1][C:2]1[CH:12]=[C:11]([F:13])[CH:10]=[CH:9][C:3]=1[C:4]([N:6]=[C:7]=[O:8])=[O:5].[Cl:14][C:15]1[CH:20]=[C:19]([C:21]2[NH:25][N:24]=[N:23][N:22]=2)[CH:18]=[CH:17][C:16]=1[NH2:26], predict the reaction product. The product is: [Cl:1][C:2]1[CH:12]=[C:11]([F:13])[CH:10]=[CH:9][C:3]=1[C:4]([NH:6][C:7]([NH:26][C:16]1[CH:17]=[CH:18][C:19]([C:21]2[NH:25][N:24]=[N:23][N:22]=2)=[CH:20][C:15]=1[Cl:14])=[O:8])=[O:5]. (3) Given the reactants FC(F)(F)S(O[C:7]1[CH:12]=[CH:11][C:10]([C:13]([CH3:16])([CH3:15])[CH3:14])=[CH:9][C:8]=1[Cl:17])(=O)=O.C1(PCCCPC2C=CC=CC=2)C=CC=CC=1.[CH3:37][OH:38].C(N(CC)CC)C.CN(C)[CH:48]=[O:49], predict the reaction product. The product is: [Cl:17][C:8]1[CH:9]=[C:10]([C:13]([CH3:16])([CH3:15])[CH3:14])[CH:11]=[CH:12][C:7]=1[C:37]([O:49][CH3:48])=[O:38].